From a dataset of Forward reaction prediction with 1.9M reactions from USPTO patents (1976-2016). Predict the product of the given reaction. (1) Given the reactants C1CN([P+](Br)(N2CCCC2)N2CCCC2)CC1.F[P-](F)(F)(F)(F)F.[NH:25]1[CH2:31][CH2:30][CH2:29][CH2:28][CH:27]([CH2:32][OH:33])[CH2:26]1.[Cl:34][C:35]1[CH:40]=[CH:39][C:38]([C:41]2([C:45](O)=[O:46])[CH2:44][CH2:43][CH2:42]2)=[CH:37][CH:36]=1, predict the reaction product. The product is: [Cl:34][C:35]1[CH:36]=[CH:37][C:38]([C:41]2([C:45]([N:25]3[CH2:31][CH2:30][CH2:29][CH2:28][CH:27]([CH2:32][OH:33])[CH2:26]3)=[O:46])[CH2:44][CH2:43][CH2:42]2)=[CH:39][CH:40]=1. (2) Given the reactants [O:1]=[C:2]1[CH2:6][CH2:5][CH2:4][N:3]1[CH2:7][C:8]([O:10][CH3:11])=[O:9].[Li][CH2:13][CH2:14][CH2:15]C.C(Br)C=C, predict the reaction product. The product is: [O:1]=[C:2]1[CH2:6][CH2:5][CH2:4][N:3]1[CH:7]([CH2:15][CH:14]=[CH2:13])[C:8]([O:10][CH3:11])=[O:9]. (3) Given the reactants Cl[CH2:2][C:3]1[C:4]([S:9][CH:10]2[CH2:13][CH2:12][CH2:11]2)=[N:5][CH:6]=[CH:7][CH:8]=1.C([O:16][C:17](=[O:29])[CH2:18][CH2:19][C:20]1[CH:25]=[C:24]([F:26])[C:23]([OH:27])=[C:22]([F:28])[CH:21]=1)C, predict the reaction product. The product is: [CH:10]1([S:9][C:4]2[C:3]([CH2:2][O:27][C:23]3[C:22]([F:28])=[CH:21][C:20]([CH2:19][CH2:18][C:17]([OH:29])=[O:16])=[CH:25][C:24]=3[F:26])=[CH:8][CH:7]=[CH:6][N:5]=2)[CH2:13][CH2:12][CH2:11]1.